From a dataset of Reaction yield outcomes from USPTO patents with 853,638 reactions. Predict the reaction yield, written as a fraction of the theoretical maximum amount of product (1.0 means a 100% yield; for example, 0.34 means a 34% yield). The reactants are [N+:1]([C:4]1[CH:13]=[C:12]2[C:7]([CH2:8][CH2:9][C:10](=O)[CH2:11]2)=[CH:6][CH:5]=1)([O-:3])=[O:2].C([O-])(=O)C.[NH4+].C([BH3-])#[N:21].[Na+]. The catalyst is CO. The product is [N+:1]([C:4]1[CH:13]=[C:12]2[C:7]([CH2:8][CH2:9][CH:10]([NH2:21])[CH2:11]2)=[CH:6][CH:5]=1)([O-:3])=[O:2]. The yield is 0.650.